Dataset: Reaction yield outcomes from USPTO patents with 853,638 reactions. Task: Predict the reaction yield, written as a fraction of the theoretical maximum amount of product (1.0 means a 100% yield; for example, 0.34 means a 34% yield). (1) The reactants are [NH2:1][C:2]1[CH:18]=[CH:17][C:5]([O:6][C:7]2[CH:12]=[CH:11][N:10]=[C:9]([C:13]([NH2:15])=[O:14])[C:8]=2[Cl:16])=[C:4]([F:19])[CH:3]=1.[CH3:20][N:21]1[C:25]([CH3:26])=[C:24]([C:27](O)=[O:28])[C:23](=[O:30])[N:22]1[C:31]1[CH:36]=[CH:35][CH:34]=[CH:33][CH:32]=1.CCN=C=NCCCN(C)C.C1C=NC2N(O)N=NC=2C=1. The catalyst is C(Cl)Cl. The product is [Cl:16][C:8]1[C:9]([C:13]([NH2:15])=[O:14])=[N:10][CH:11]=[CH:12][C:7]=1[O:6][C:5]1[CH:17]=[CH:18][C:2]([NH:1][C:27]([C:24]2[C:23](=[O:30])[N:22]([C:31]3[CH:32]=[CH:33][CH:34]=[CH:35][CH:36]=3)[N:21]([CH3:20])[C:25]=2[CH3:26])=[O:28])=[CH:3][C:4]=1[F:19]. The yield is 0.932. (2) The reactants are Cl[S:2]([C:5]1[CH:13]=[CH:12][C:8]([C:9]([OH:11])=[O:10])=[CH:7][CH:6]=1)(=[O:4])=[O:3].[CH2:14]([NH2:20])[C:15]1[O:19][CH:18]=[CH:17][CH:16]=1.S(Cl)(Cl)(=O)=O. The catalyst is CC(C)=O. The product is [O:19]1[CH:18]=[CH:17][CH:16]=[C:15]1[CH2:14][NH:20][S:2]([C:5]1[CH:13]=[CH:12][C:8]([C:9]([OH:11])=[O:10])=[CH:7][CH:6]=1)(=[O:4])=[O:3]. The yield is 0.680. (3) The reactants are [C:1]([O:5][C:6]([N:8]1[CH2:13][CH2:12][CH:11]([OH:14])[CH:10]([CH2:15][N:16]=[N+:17]=[N-:18])[CH2:9]1)=[O:7])([CH3:4])([CH3:3])[CH3:2].[H-].[Na+].I[CH3:22]. The catalyst is CN(C=O)C. The product is [C:1]([O:5][C:6]([N:8]1[CH2:13][CH2:12][CH:11]([O:14][CH3:22])[CH:10]([CH2:15][N:16]=[N+:17]=[N-:18])[CH2:9]1)=[O:7])([CH3:4])([CH3:2])[CH3:3]. The yield is 0.760. (4) The reactants are C(OC(=O)[NH:7][CH2:8][CH2:9][O:10][P:11]([O:14][P:15]([O:18][CH2:19][C@@H:20]1[C@@H:24]([OH:25])[C@@H:23]([OH:26])[C@H:22]([N:27]2[CH:35]=[N:34][C:33]3[C:32](=[O:36])[NH:31][C:30]([NH2:37])=[N:29][C:28]2=3)[O:21]1)([OH:17])=[O:16])([OH:13])=[O:12])(C)(C)C.O.FC(F)(F)C(O)=O. The catalyst is ClCCl. The product is [NH2:37][C:30]1[NH:31][C:32](=[O:36])[C:33]2[N:34]=[CH:35][N:27]([C@@H:22]3[O:21][C@H:20]([CH2:19][O:18][P:15]([O:14][P:11]([O:10][CH2:9][CH2:8][NH2:7])([OH:13])=[O:12])([OH:17])=[O:16])[C@@H:24]([OH:25])[C@H:23]3[OH:26])[C:28]=2[N:29]=1. The yield is 0.180. (5) The reactants are Br[C:2]1[C:7]([CH3:8])=[C:6]([Cl:9])[CH:5]=[CH:4][N:3]=1.C([Mg]Cl)(C)C.[CH:15]1([CH:18]=[O:19])[CH2:17][CH2:16]1. The catalyst is C1COCC1. The product is [CH3:8][C:7]1[C:2]([CH:18]([CH:15]2[CH2:17][CH2:16]2)[OH:19])=[N:3][CH:4]=[CH:5][C:6]=1[Cl:9]. The yield is 0.620. (6) The reactants are [Br:1][C:2]1[CH:10]=[CH:9][C:5]([C:6]([OH:8])=[O:7])=[C:4]([F:11])[CH:3]=1.O=S(Cl)Cl.[CH3:16]O. No catalyst specified. The product is [Br:1][C:2]1[CH:10]=[CH:9][C:5]([C:6]([O:8][CH3:16])=[O:7])=[C:4]([F:11])[CH:3]=1. The yield is 0.930. (7) The reactants are NC1C=CC(OC2C=CN=C3C=C(C4C=CC(O)=CC=4)SC=23)=CC=1.F[C:26]1[CH:27]=[C:28]([NH:49][C:50]([NH:52][C:53](=[O:61])[CH2:54][C:55]2[CH:60]=[CH:59][CH:58]=[CH:57][CH:56]=2)=[S:51])[CH:29]=[CH:30][C:31]=1[O:32][C:33]1[CH:38]=[CH:37][N:36]=[C:35]2[CH:39]=[C:40]([C:42]3[CH:47]=[CH:46][C:45]([OH:48])=[CH:44][CH:43]=3)[S:41][C:34]=12. No catalyst specified. The product is [OH:48][C:45]1[CH:46]=[CH:47][C:42]([C:40]2[S:41][C:34]3[C:35](=[N:36][CH:37]=[CH:38][C:33]=3[O:32][C:31]3[CH:30]=[CH:29][C:28]([NH:49][C:50]([NH:52][C:53](=[O:61])[CH2:54][C:55]4[CH:56]=[CH:57][CH:58]=[CH:59][CH:60]=4)=[S:51])=[CH:27][CH:26]=3)[CH:39]=2)=[CH:43][CH:44]=1. The yield is 0.0300. (8) No catalyst specified. The product is [OH:2][CH2:1][C:3]1[CH:4]=[C:5](/[CH:8]=[CH:9]/[C:10]([O:12][CH3:13])=[O:11])[S:6][CH:7]=1. The reactants are [CH:1]([C:3]1[CH:4]=[C:5](/[CH:8]=[CH:9]/[C:10]([O:12][CH3:13])=[O:11])[S:6][CH:7]=1)=[O:2].[BH4-].[Na+]. The yield is 0.926. (9) The reactants are [CH2:1]([O:3][CH:4]1[CH2:6][CH:5]1[C:7]([O:9]CC)=[O:8])[CH3:2].[Li+].[OH-]. The catalyst is CO.O. The product is [CH2:1]([O:3][CH:4]1[CH2:6][CH:5]1[C:7]([OH:9])=[O:8])[CH3:2]. The yield is 0.608. (10) The reactants are Br[CH2:2][C:3]1[CH:4]=[C:5]2[C:10](=[CH:11][CH:12]=1)[N:9]=[CH:8][CH:7]=[CH:6]2.[C-:13]#[N:14].[Na+]. The catalyst is C(O)C. The product is [N:9]1[C:10]2[C:5](=[CH:4][C:3]([CH2:2][C:13]#[N:14])=[CH:12][CH:11]=2)[CH:6]=[CH:7][CH:8]=1. The yield is 0.0800.